This data is from Catalyst prediction with 721,799 reactions and 888 catalyst types from USPTO. The task is: Predict which catalyst facilitates the given reaction. (1) Reactant: [C:1]([O:5][C:6]([CH2:8][C@@H:9]1[O:14][C:13]([CH3:16])([CH3:15])[O:12][C@H:11]([CH2:17][CH2:18][N:19]2[C:23]([CH:24]([CH3:26])[CH3:25])=[C:22]([C:27]([OH:29])=O)[N:21]=[C:20]2[C:30]2[CH:35]=[CH:34][C:33]([F:36])=[CH:32][CH:31]=2)[CH2:10]1)=[O:7])([CH3:4])([CH3:3])[CH3:2].C1CN([P+](ON2N=NC3C=CC=CC2=3)(N2CCCC2)N2CCCC2)CC1.F[P-](F)(F)(F)(F)F.C(N(C(C)C)CC)(C)C.[NH2:79][CH2:80][C:81]1[CH:82]=[N:83][CH:84]=[CH:85][CH:86]=1. Product: [C:1]([O:5][C:6](=[O:7])[CH2:8][C@H:9]1[CH2:10][C@@H:11]([CH2:17][CH2:18][N:19]2[C:23]([CH:24]([CH3:26])[CH3:25])=[C:22]([C:27](=[O:29])[NH:79][CH2:80][C:81]3[CH:82]=[N:83][CH:84]=[CH:85][CH:86]=3)[N:21]=[C:20]2[C:30]2[CH:31]=[CH:32][C:33]([F:36])=[CH:34][CH:35]=2)[O:12][C:13]([CH3:15])([CH3:16])[O:14]1)([CH3:2])([CH3:4])[CH3:3]. The catalyst class is: 2. (2) Reactant: [C:1](Cl)(=[O:4])[CH2:2][CH3:3].[CH2:6]([N:13]1[CH2:18][CH2:17][CH:16]([NH:19][C:20]2[CH:25]=[CH:24][CH:23]=[CH:22][CH:21]=2)[CH2:15][CH2:14]1)[C:7]1[CH:12]=[CH:11][CH:10]=[CH:9][CH:8]=1.C(N(CC)CC)C. Product: [CH2:6]([N:13]1[CH2:14][CH2:15][CH:16]([N:19]([C:20]2[CH:25]=[CH:24][CH:23]=[CH:22][CH:21]=2)[C:1](=[O:4])[CH2:2][CH3:3])[CH2:17][CH2:18]1)[C:7]1[CH:8]=[CH:9][CH:10]=[CH:11][CH:12]=1. The catalyst class is: 22. (3) Reactant: [O:1]1[C:10]2[C:5](=[CH:6][C:7]([CH:11]=[C:12]([C:17](=O)[CH3:18])[C:13]([O:15][CH3:16])=[O:14])=[CH:8][CH:9]=2)[CH2:4][CH2:3][CH2:2]1.Cl.[NH2:21][C:22]([NH2:29])=[CH:23][C:24]([O:26][CH2:27][CH3:28])=[O:25].CN1CCOCC1. Product: [NH2:21][C:22]1[NH:29][C:17]([CH3:18])=[C:12]([C:13]([O:15][CH3:16])=[O:14])[CH:11]([C:7]2[CH:6]=[C:5]3[C:10](=[CH:9][CH:8]=2)[O:1][CH2:2][CH2:3][CH2:4]3)[C:23]=1[C:24]([O:26][CH2:27][CH3:28])=[O:25]. The catalyst class is: 32. (4) Reactant: [C:1]([NH2:10])(=[O:9])[C:2]1[C:3](=[CH:5][CH:6]=[CH:7][CH:8]=1)[NH2:4].C(N(CC)CC)C.[C:18](Cl)(=O)[C:19]1[C:20]([O:25][CH3:26])=[CH:21][CH:22]=[CH:23][CH:24]=1.Cl. Product: [CH3:26][O:25][C:20]1[CH:21]=[CH:22][CH:23]=[CH:24][C:19]=1[C:18]1[NH:10][C:1](=[O:9])[C:2]2[C:3](=[CH:5][CH:6]=[CH:7][CH:8]=2)[N:4]=1. The catalyst class is: 1. (5) Reactant: [NH2:1][C:2]1[C:3]([CH3:8])=[CH:4][CH:5]=[CH:6][CH:7]=1.[H-].[Na+].F[C:12]1[CH:17]=[CH:16][CH:15]=[CH:14][C:13]=1[N+:18]([O-:20])=[O:19]. Product: [N+:18]([C:13]1[CH:14]=[CH:15][CH:16]=[CH:17][C:12]=1[NH:1][C:2]1[CH:7]=[CH:6][CH:5]=[CH:4][C:3]=1[CH3:8])([O-:20])=[O:19]. The catalyst class is: 3. (6) The catalyst class is: 7. Reactant: [CH:1]([N:4]1[C:8]([CH:9]2[CH2:14][CH2:13][N:12]([CH:15]3[CH2:18][O:17][CH2:16]3)[CH2:11][CH2:10]2)=[CH:7][C:6]([C:19]2[CH:20]=[C:21]3[C:27]([CH3:29])([CH3:28])[C:26](=O)[NH:25][C:22]3=[N:23][CH:24]=2)=[N:5]1)([CH3:3])[CH3:2].[H-].[Al+3].[Li+].[H-].[H-].[H-]. Product: [CH:1]([N:4]1[C:8]([CH:9]2[CH2:14][CH2:13][N:12]([CH:15]3[CH2:16][O:17][CH2:18]3)[CH2:11][CH2:10]2)=[CH:7][C:6]([C:19]2[CH:20]=[C:21]3[C:27]([CH3:29])([CH3:28])[CH2:26][NH:25][C:22]3=[N:23][CH:24]=2)=[N:5]1)([CH3:3])[CH3:2]. (7) Reactant: Br[C:2]1[C:15]2[C:16]3=[C:17]4[C:12](=[CH:13][CH:14]=2)[CH:11]=[CH:10][C:9](Br)=[C:8]4[CH:7]=[CH:6][C:5]3=[CH:4][CH:3]=1.[CH2:19]1[CH2:23]O[CH2:21][CH2:20]1.[CH2:24]([Li])[CH2:25][CH2:26][CH3:27].Br[CH2:30][CH2:31][CH2:32][CH2:33][CH2:34][CH2:35][CH2:36][CH2:37][CH2:38][CH2:39][CH2:40][CH2:41][CH2:42][CH2:43][CH2:44][CH2:45][CH2:46][CH3:47]. Product: [CH2:24]([C:2]1[C:15]2[C:16]3=[C:17]4[C:12](=[CH:13][CH:14]=2)[CH:11]=[CH:10][C:9]([CH2:30][CH2:31][CH2:32][CH2:33][CH2:34][CH2:35][CH2:36][CH2:37][CH2:38][CH2:39][CH2:40][CH2:41][CH2:42][CH2:43][CH2:44][CH2:45][CH2:46][CH3:47])=[C:8]4[CH:7]=[CH:6][C:5]3=[CH:4][CH:3]=1)[CH2:25][CH2:26][CH2:27][CH2:21][CH2:20][CH2:19][CH2:23][CH2:14][CH2:15][CH2:2][CH2:3][CH2:4][CH2:5][CH2:6][CH2:7][CH2:8][CH3:9]. The catalyst class is: 6. (8) Reactant: [CH3:1][O:2][C:3]([CH:5]1[CH2:9][CH2:8][C:7](=[O:10])[CH2:6]1)=[O:4].[BH4-].[Na+]. Product: [CH3:1][O:2][C:3]([CH:5]1[CH2:9][CH2:8][CH:7]([OH:10])[CH2:6]1)=[O:4]. The catalyst class is: 5.